Dataset: Forward reaction prediction with 1.9M reactions from USPTO patents (1976-2016). Task: Predict the product of the given reaction. (1) Given the reactants [CH3:1][C:2]1[CH:24]=[N:23][C:5]2[N:6]([C:11]([O:13]C3C=CC([N+]([O-])=O)=CC=3)=O)[CH2:7][C:8](=[O:10])[NH:9][C:4]=2[CH:3]=1.Cl.[NH2:26][CH:27]([C:32]1[CH:37]=[CH:36][C:35]([O:38][C:39]([F:42])([F:41])[F:40])=[C:34]([F:43])[CH:33]=1)[C:28]([CH3:31])([OH:30])[CH3:29].C(N(CC)CC)C.O, predict the reaction product. The product is: [F:43][C:34]1[CH:33]=[C:32]([CH:27]([NH:26][C:11]([N:6]2[CH2:7][C:8](=[O:10])[NH:9][C:4]3[CH:3]=[C:2]([CH3:1])[CH:24]=[N:23][C:5]2=3)=[O:13])[C:28]([OH:30])([CH3:31])[CH3:29])[CH:37]=[CH:36][C:35]=1[O:38][C:39]([F:42])([F:41])[F:40]. (2) Given the reactants Br[CH2:2][CH:3]1[CH2:6][C:5]2([O:10][CH2:9][CH2:8][O:7]2)[CH2:4]1.[OH-].[Na+].C1C=CC=CC=1, predict the reaction product. The product is: [CH2:2]=[C:3]1[CH2:6][C:5]2([O:10][CH2:9][CH2:8][O:7]2)[CH2:4]1.